Dataset: Full USPTO retrosynthesis dataset with 1.9M reactions from patents (1976-2016). Task: Predict the reactants needed to synthesize the given product. Given the product [C:1]([O:38][CH2:37][C:30]1[CH:31]=[C:32]([F:36])[C:33]([F:35])=[CH:34][C:29]=1[C:13]1[CH:14]=[C:15]2[C:10](=[CH:11][CH:12]=1)[N:9]=[C:8]([NH2:7])[N:17]=[C:16]2[C:18]([N:20]1[CH2:21][C:22]2[C:27](=[CH:26][CH:25]=[CH:24][CH:23]=2)[CH2:28]1)=[O:19])(=[O:5])[CH:2]([CH3:4])[CH3:3], predict the reactants needed to synthesize it. The reactants are: [C:1](Cl)(=[O:5])[CH:2]([CH3:4])[CH3:3].[NH2:7][C:8]1[N:17]=[C:16]([C:18]([N:20]2[CH2:28][C:27]3[C:22](=[CH:23][CH:24]=[CH:25][CH:26]=3)[CH2:21]2)=[O:19])[C:15]2[C:10](=[CH:11][CH:12]=[C:13]([C:29]3[CH:34]=[C:33]([F:35])[C:32]([F:36])=[CH:31][C:30]=3[CH2:37][OH:38])[CH:14]=2)[N:9]=1.C(OCC)(=O)C.O.